Predict which catalyst facilitates the given reaction. From a dataset of Catalyst prediction with 721,799 reactions and 888 catalyst types from USPTO. (1) Reactant: [C:1]([O:5][C:6](=[O:19])[CH2:7][CH2:8][NH:9][C:10](=[O:18])[C:11]1[CH:16]=[CH:15][C:14]([OH:17])=[CH:13][CH:12]=1)([CH3:4])([CH3:3])[CH3:2].[Cl:20][C:21]1[N:26]=[CH:25][C:24]([CH:27]([CH2:30][CH2:31][CH2:32][CH2:33][CH2:34][CH3:35])[CH2:28]O)=[CH:23][CH:22]=1.C(P(CCCC)CCCC)CCC.N(C(N1CCCCC1)=O)=NC(N1CCCCC1)=O. Product: [C:1]([O:5][C:6](=[O:19])[CH2:7][CH2:8][NH:9][C:10](=[O:18])[C:11]1[CH:16]=[CH:15][C:14]([O:17][CH2:28][CH:27]([C:24]2[CH:25]=[N:26][C:21]([Cl:20])=[CH:22][CH:23]=2)[CH2:30][CH2:31][CH2:32][CH2:33][CH2:34][CH3:35])=[CH:13][CH:12]=1)([CH3:4])([CH3:2])[CH3:3]. The catalyst class is: 11. (2) Reactant: CCN(C(C)C)C(C)C.[F:10][C:11]1[CH:16]=[CH:15][C:14]([C:17]2[O:18][C:19]3[CH:29]=[CH:28][C:27]([C:30]4[CH:31]=[C:32]([CH:42]=[CH:43][CH:44]=4)[C:33]([NH:35][C:36]([CH3:41])([CH3:40])[C:37]([OH:39])=O)=[O:34])=[CH:26][C:20]=3[C:21]=2[C:22](=[O:25])[NH:23][CH3:24])=[CH:13][CH:12]=1.[N:45]1[CH:50]=[CH:49][N:48]=[C:47]([NH2:51])[N:46]=1.[H-].[Na+]. Product: [N:45]1[CH:50]=[CH:49][N:48]=[C:47]([NH:51][C:37](=[O:39])[C:36]([NH:35][C:33]([C:32]2[CH:31]=[C:30]([C:27]3[CH:28]=[CH:29][C:19]4[O:18][C:17]([C:14]5[CH:13]=[CH:12][C:11]([F:10])=[CH:16][CH:15]=5)=[C:21]([C:22]([NH:23][CH3:24])=[O:25])[C:20]=4[CH:26]=3)[CH:44]=[CH:43][CH:42]=2)=[O:34])([CH3:41])[CH3:40])[N:46]=1. The catalyst class is: 121. (3) Reactant: [NH2:1][C:2]1[CH:3]=[C:4]([CH:21]=[CH:22][CH:23]=1)[O:5][C:6]1[CH:7]=[CH:8][C:9]2[N:10]([CH:12]=[C:13]([NH:15][C:16]([CH:18]3[CH2:20][CH2:19]3)=[O:17])[N:14]=2)[N:11]=1.[CH3:24][C:25]1[C:29]([C:30](Cl)=[O:31])=[C:28]([CH3:33])[O:27][N:26]=1. Product: [CH:18]1([C:16]([NH:15][C:13]2[N:14]=[C:9]3[CH:8]=[CH:7][C:6]([O:5][C:4]4[CH:3]=[C:2]([NH:1][C:30]([C:29]5[C:25]([CH3:24])=[N:26][O:27][C:28]=5[CH3:33])=[O:31])[CH:23]=[CH:22][CH:21]=4)=[N:11][N:10]3[CH:12]=2)=[O:17])[CH2:20][CH2:19]1. The catalyst class is: 80. (4) Reactant: Br[C:2]1[C:3]([C:14]2[S:15][CH:16]=[C:17]([C:19]3[CH:24]=[CH:23][CH:22]=[CH:21][N:20]=3)[N:18]=2)=[CH:4][C:5]([NH:8][C:9]([NH:11][CH2:12][CH3:13])=[O:10])=[N:6][CH:7]=1.CC1(C)C(C)(C)OB([C:33]2[CH:34]=[N:35][CH:36]=[C:37]([CH:43]=2)[C:38]([O:40][CH2:41][CH3:42])=[O:39])O1.C(=O)([O-])[O-].[Cs+].[Cs+]. Product: [CH2:12]([NH:11][C:9]([NH:8][C:5]1[N:6]=[CH:7][C:2]([C:33]2[CH:34]=[N:35][CH:36]=[C:37]([C:38]([O:40][CH2:41][CH3:42])=[O:39])[CH:43]=2)=[C:3]([C:14]2[S:15][CH:16]=[C:17]([C:19]3[CH:24]=[CH:23][CH:22]=[CH:21][N:20]=3)[N:18]=2)[CH:4]=1)=[O:10])[CH3:13]. The catalyst class is: 70.